Dataset: Reaction yield outcomes from USPTO patents with 853,638 reactions. Task: Predict the reaction yield, written as a fraction of the theoretical maximum amount of product (1.0 means a 100% yield; for example, 0.34 means a 34% yield). (1) The reactants are [O:1]1[C:5]2[CH:6]=[CH:7][CH:8]=[CH:9][C:4]=2[O:3][CH2:2]1.[N+:10]([O-])([OH:12])=[O:11]. The catalyst is O. The product is [N+:10]([C:8]1[CH:7]=[CH:6][C:5]2[O:1][CH2:2][O:3][C:4]=2[CH:9]=1)([O-:12])=[O:11]. The yield is 0.870. (2) The reactants are [CH3:1][O:2][C:3]([NH:5][C@H:6]([C:11]([N:13]1[CH2:17][C@@H:16]([CH3:18])[CH2:15][C@H:14]1[C:19]1[NH:20][C:21]([C:24]2[CH:29]=[C:28]3[CH2:30][O:31][C:32]4[CH:59]=[C:58]5[C:35]([CH:36]=[CH:37][C:38]6[N:42]=[C:41]([C@@H:43]7[CH2:47][C@H:46]([CH2:48][O:49][CH3:50])[CH2:45][N:44]7C(OC(C)(C)C)=O)[NH:40][C:39]=65)=[CH:34][C:33]=4[C:27]3=[CH:26][CH:25]=2)=[CH:22][N:23]=1)=[O:12])[C@@H:7]([CH2:9][CH3:10])[CH3:8])=[O:4].[CH3:60][O:61][C:62]([NH:64][C@@H:65]([C@@H:69]([CH3:72])[CH2:70][CH3:71])[C:66](O)=[O:67])=[O:63].CN(C(ON1N=NC2C=CC=NC1=2)=[N+](C)C)C.F[P-](F)(F)(F)(F)F.CN1CCOCC1. The catalyst is Cl.CCO.CN(C=O)C. The product is [CH3:1][O:2][C:3]([NH:5][C@@H:6]([C@H:7]([CH3:8])[CH2:9][CH3:10])[C:11]([N:13]1[CH2:17][C@@H:16]([CH3:18])[CH2:15][C@H:14]1[C:19]1[NH:20][C:21]([C:24]2[CH:29]=[C:28]3[CH2:30][O:31][C:32]4[CH:59]=[C:58]5[C:35]([CH:36]=[CH:37][C:38]6[N:42]=[C:41]([C@@H:43]7[CH2:47][C@H:46]([CH2:48][O:49][CH3:50])[CH2:45][N:44]7[C:66](=[O:67])[CH:65]([NH:64][C:62](=[O:63])[O:61][CH3:60])[C@H:69]([CH3:72])[CH2:70][CH3:71])[NH:40][C:39]=65)=[CH:34][C:33]=4[C:27]3=[CH:26][CH:25]=2)=[CH:22][N:23]=1)=[O:12])=[O:4]. The yield is 0.860. (3) The reactants are [NH2:1][C:2]1[CH:7]=[CH:6][C:5]([CH:8]2[CH2:13][N:12]([CH3:14])[C:11](=[O:15])[N:10]([CH3:16])[CH2:9]2)=[CH:4][C:3]=1[C:17]1[CH2:23][CH2:22][CH2:21][CH2:20][CH2:19][CH:18]=1.[C:24]([C:26]1[N:27]=[C:28]([C:39](O)=[O:40])[N:29]([CH2:31][O:32][CH2:33][CH2:34][Si:35]([CH3:38])([CH3:37])[CH3:36])[CH:30]=1)#[N:25].[K+].C(C1N=C(C([O-])=O)N(COCC[Si](C)(C)C)C=1)#N. No catalyst specified. The product is [C:17]1([C:3]2[CH:4]=[C:5]([CH:8]3[CH2:9][N:10]([CH3:16])[C:11](=[O:15])[N:12]([CH3:14])[CH2:13]3)[CH:6]=[CH:7][C:2]=2[NH:1][C:39]([C:28]2[N:29]([CH2:31][O:32][CH2:33][CH2:34][Si:35]([CH3:38])([CH3:37])[CH3:36])[CH:30]=[C:26]([C:24]#[N:25])[N:27]=2)=[O:40])[CH2:23][CH2:22][CH2:21][CH2:20][CH2:19][CH:18]=1. The yield is 0.960.